From a dataset of Full USPTO retrosynthesis dataset with 1.9M reactions from patents (1976-2016). Predict the reactants needed to synthesize the given product. (1) Given the product [F:19][CH:11]([C:7]1[CH:6]=[C:5]2[C:10](=[CH:9][CH:8]=1)[N:1]=[CH:2][CH:3]=[CH:4]2)[C:12]#[N:13], predict the reactants needed to synthesize it. The reactants are: [N:1]1[C:10]2[C:5](=[CH:6][C:7]([CH2:11][C:12]#[N:13])=[CH:8][CH:9]=2)[CH:4]=[CH:3][CH:2]=1.C([Li])(C)(C)C.[F:19]N(S(C1C=CC=CC=1)(=O)=O)S(C1C=CC=CC=1)(=O)=O.C([O-])(O)=O.[Na+]. (2) Given the product [OH:2][CH2:1][C:3]1[S:7][C:6]([C:8]([O:10][CH3:11])=[O:9])=[CH:5][CH:4]=1, predict the reactants needed to synthesize it. The reactants are: [CH:1]([C:3]1[S:7][C:6]([C:8]([O:10][CH3:11])=[O:9])=[CH:5][CH:4]=1)=[O:2].[BH4-].[Na+].[NH4+].[Cl-].